From a dataset of Reaction yield outcomes from USPTO patents with 853,638 reactions. Predict the reaction yield, written as a fraction of the theoretical maximum amount of product (1.0 means a 100% yield; for example, 0.34 means a 34% yield). (1) The reactants are Cl[C:2]1[C:7]2[O:8][CH2:9][CH2:10][N:11]([CH2:12][C:13]3[CH:18]=[CH:17][C:16]([CH2:19][N:20]4[CH:24]=[C:23]([CH3:25])[CH:22]=[N:21]4)=[CH:15][CH:14]=3)[C:6]=2[N:5]=[CH:4][N:3]=1.[NH2:26][CH2:27][C:28]1[CH:29]=[C:30]2[C:35](=[CH:36][CH:37]=1)[C:34]([NH2:38])=[N:33][CH:32]=[CH:31]2. The catalyst is C(O)C. The product is [NH2:38][C:34]1[C:35]2[C:30](=[CH:29][C:28]([CH2:27][NH:26][C:2]3[C:7]4[O:8][CH2:9][CH2:10][N:11]([CH2:12][C:13]5[CH:18]=[CH:17][C:16]([CH2:19][N:20]6[CH:24]=[C:23]([CH3:25])[CH:22]=[N:21]6)=[CH:15][CH:14]=5)[C:6]=4[N:5]=[CH:4][N:3]=3)=[CH:37][CH:36]=2)[CH:31]=[CH:32][N:33]=1. The yield is 0.100. (2) The reactants are [Cl:1][C:2]1[CH:3]=[N+:4]([O-:38])[CH:5]=[C:6]([Cl:37])[C:7]=1[CH2:8][C@H:9]([O:20][C:21]([C:23]1[S:24][C:25]([CH2:28][NH:29][C:30]2[CH:35]=[CH:34][CH:33]=[CH:32][C:31]=2[F:36])=[CH:26][CH:27]=1)=[O:22])[C:10]1[CH:15]=[CH:14][C:13]([O:16][CH3:17])=[C:12]([O:18][CH3:19])[CH:11]=1.Cl.[C:40](Cl)(=[O:50])[O:41][C@@H:42]1[CH:47]2[CH2:48][CH2:49][N:44]([CH2:45][CH2:46]2)[CH2:43]1. The catalyst is C(#N)C. The product is [CH:21]([OH:22])=[O:20].[Cl:1][C:2]1[CH:3]=[N+:4]([O-:38])[CH:5]=[C:6]([Cl:37])[C:7]=1[CH2:8][C@H:9]([O:20][C:21]([C:23]1[S:24][C:25]([CH2:28][N:29]([C:40]([O:41][C@@H:42]2[CH:47]3[CH2:48][CH2:49][N:44]([CH2:45][CH2:46]3)[CH2:43]2)=[O:50])[C:30]2[CH:35]=[CH:34][CH:33]=[CH:32][C:31]=2[F:36])=[CH:26][CH:27]=1)=[O:22])[C:10]1[CH:15]=[CH:14][C:13]([O:16][CH3:17])=[C:12]([O:18][CH3:19])[CH:11]=1. The yield is 0.410. (3) The reactants are [S:1]1[C:9]2[C:4](=[N:5][CH:6]=[CH:7][CH:8]=2)[N:3]=[C:2]1[SH:10].[H-].[Na+].[Br:13][C:14](Br)([F:16])[F:15].ClCCl. The catalyst is CN(C)C=O. The product is [Br:13][C:14]([F:16])([F:15])[S:10][C:2]1[S:1][C:9]2[C:4]([N:3]=1)=[N:5][CH:6]=[CH:7][CH:8]=2. The yield is 0.170. (4) The reactants are [N+:1]([C:4]1[CH:12]=[CH:11][CH:10]=[C:6]([C:7]([OH:9])=[O:8])[C:5]=1[C:13]([OH:15])=[O:14])([O-])=O.[H][H]. The catalyst is [Pd].C(O)C. The product is [NH2:1][C:4]1[CH:12]=[CH:11][CH:10]=[C:6]([C:7]([OH:9])=[O:8])[C:5]=1[C:13]([OH:15])=[O:14]. The yield is 0.840. (5) The reactants are [CH2:1]([O:8][C:9]1[CH:10]=[C:11]([N:22]([CH2:45][CH2:46][CH2:47][CH3:48])[CH2:23][CH2:24][CH2:25][CH2:26][O:27][Si:28]([C:41]([CH3:44])([CH3:43])[CH3:42])([C:35]2[CH:40]=[CH:39][CH:38]=[CH:37][CH:36]=2)[C:29]2[CH:34]=[CH:33][CH:32]=[CH:31][CH:30]=2)[CH:12]=[CH:13][C:14]=1[CH:15]=[CH:16][C:17]1[S:18][CH:19]=[CH:20][CH:21]=1)[C:2]1[CH:7]=[CH:6][CH:5]=[CH:4][CH:3]=1.C([Li])CCC.CN(C)[CH:56]=[O:57].II. The catalyst is O1CCCC1.CCOCC. The product is [CH2:1]([O:8][C:9]1[CH:10]=[C:11]([N:22]([CH2:45][CH2:46][CH2:47][CH3:48])[CH2:23][CH2:24][CH2:25][CH2:26][O:27][Si:28]([C:41]([CH3:42])([CH3:43])[CH3:44])([C:29]2[CH:34]=[CH:33][CH:32]=[CH:31][CH:30]=2)[C:35]2[CH:36]=[CH:37][CH:38]=[CH:39][CH:40]=2)[CH:12]=[CH:13][C:14]=1[CH:15]=[CH:16][C:17]1[S:18][C:19]([CH:56]=[O:57])=[CH:20][CH:21]=1)[C:2]1[CH:3]=[CH:4][CH:5]=[CH:6][CH:7]=1. The yield is 0.576. (6) No catalyst specified. The product is [CH:26]([N:19]1[CH2:25][CH2:24][CH2:23][N:22]([C:2]2[N:3]([C:13]3[CH:18]=[CH:17][CH:16]=[CH:15][CH:14]=3)[C:4]3[C:9]([C:10]=2[CH:11]=[O:12])=[CH:8][CH:7]=[CH:6][CH:5]=3)[CH2:21][CH2:20]1)=[O:27]. The reactants are Cl[C:2]1[N:3]([C:13]2[CH:18]=[CH:17][CH:16]=[CH:15][CH:14]=2)[C:4]2[C:9]([C:10]=1[CH:11]=[O:12])=[CH:8][CH:7]=[CH:6][CH:5]=2.[N:19]1([CH:26]=[O:27])[CH2:25][CH2:24][CH2:23][NH:22][CH2:21][CH2:20]1. The yield is 0.970. (7) The product is [CH3:34][O:35][C:36](=[O:45])[CH2:37][C:38]1([CH:27]2[CH2:11][CH2:12][C:13]3[C:18](=[CH:17][C:16]([O:19][CH3:20])=[C:15]([O:21][CH3:22])[CH:14]=3)[CH:9]2[CH2:8][C:7]2[CH:6]=[CH:5][C:4]([O:3][CH3:2])=[C:24]([O:25][CH3:26])[CH:23]=2)[CH:43]=[CH:42][CH:41]=[CH:40][CH2:39]1. The catalyst is C1(C)C=CC=CC=1.C(Cl)Cl. The yield is 0.900. The reactants are Cl.[CH3:2][O:3][C:4]1[C:24]([O:25][CH3:26])=[CH:23][C:7]([CH2:8][CH:9]2[C:18]3[C:13](=[CH:14][C:15]([O:21][CH3:22])=[C:16]([O:19][CH3:20])[CH:17]=3)[CH2:12][CH2:11]N2)=[CH:6][CH:5]=1.[CH2:27](N(CC)CC)C.[CH3:34][O:35][C:36](=[O:45])[CH:37](Br)[C:38]1[CH:43]=[CH:42][CH:41]=[CH:40][CH:39]=1.CCOC(C)=O.CCCCCC. (8) The reactants are [NH2:1][CH:2]([CH2:6][NH:7][C:8]([NH2:10])=[O:9])[C:3]([OH:5])=[O:4].Cl[C:12]([O:14][CH3:15])=[O:13]. The catalyst is O1CCOCC1.[OH-].[Na+]. The product is [NH2:10][C:8]([NH:7][CH2:6][C@@H:2]([C:3]([OH:5])=[O:4])[NH:1][C:12]([O:14][CH3:15])=[O:13])=[O:9]. The yield is 0.536. (9) The reactants are [CH3:1][O:2][CH2:3][CH2:4][CH2:5][NH:6][CH2:7][C:8]1[S:12][C:11](B(O)O)=[CH:10][CH:9]=1.Br[C:17]1[CH:18]=[C:19]2[C:23](=[C:24]([C:26]([NH2:28])=[O:27])[CH:25]=1)[NH:22][CH:21]=[C:20]2[CH:29]1[CH2:34][CH2:33][N:32]([S:35]([CH2:38][CH3:39])(=[O:37])=[O:36])[CH2:31][CH2:30]1.C([O-])([O-])=O.[K+].[K+]. The catalyst is C1C=CC([P]([Pd]([P](C2C=CC=CC=2)(C2C=CC=CC=2)C2C=CC=CC=2)([P](C2C=CC=CC=2)(C2C=CC=CC=2)C2C=CC=CC=2)[P](C2C=CC=CC=2)(C2C=CC=CC=2)C2C=CC=CC=2)(C2C=CC=CC=2)C2C=CC=CC=2)=CC=1. The product is [CH2:38]([S:35]([N:32]1[CH2:31][CH2:30][CH:29]([C:20]2[C:19]3[C:23](=[C:24]([C:26]([NH2:28])=[O:27])[CH:25]=[C:17]([C:11]4[S:12][C:8]([CH2:7][NH:6][CH2:5][CH2:4][CH2:3][O:2][CH3:1])=[CH:9][CH:10]=4)[CH:18]=3)[NH:22][CH:21]=2)[CH2:34][CH2:33]1)(=[O:37])=[O:36])[CH3:39]. The yield is 0.0900. (10) The product is [CH2:1]([C:8]1[N:13]=[C:12]([CH3:14])[C:11]([CH:15]([CH2:20][CH2:21][CH3:22])[C:16]([OH:18])=[O:17])=[C:10]([C:23]2[CH:24]=[CH:25][CH:26]=[CH:27][CH:28]=2)[N:9]=1)[C:2]1[CH:3]=[CH:4][CH:5]=[CH:6][CH:7]=1. The yield is 0.370. The reactants are [CH2:1]([C:8]1[N:13]=[C:12]([CH3:14])[C:11]([CH:15]([CH2:20][CH2:21][CH3:22])[C:16]([O:18]C)=[O:17])=[C:10]([C:23]2[CH:28]=[CH:27][CH:26]=[CH:25][CH:24]=2)[N:9]=1)[C:2]1[CH:7]=[CH:6][CH:5]=[CH:4][CH:3]=1.[OH-].[Na+]. The catalyst is C(O)C.O1CCCC1.